Dataset: Forward reaction prediction with 1.9M reactions from USPTO patents (1976-2016). Task: Predict the product of the given reaction. (1) The product is: [CH:1]1([O:4][C:5]2[CH:14]=[C:13]3[C:8]([C:9]([CH3:19])=[CH:10][C:11](=[O:18])[N:12]3[CH2:15][CH2:16][N:42]3[CH2:43][CH2:44][CH:39]([N:31]([CH2:30][C:28]4[CH:27]=[CH:26][C:25]5[O:20][CH2:21][CH2:22][O:23][C:24]=5[CH:29]=4)[C:32](=[O:38])[O:33][C:34]([CH3:36])([CH3:35])[CH3:37])[CH2:40][CH2:41]3)=[CH:7][CH:6]=2)[CH2:3][CH2:2]1. Given the reactants [CH:1]1([O:4][C:5]2[CH:14]=[C:13]3[C:8]([C:9]([CH3:19])=[CH:10][C:11](=[O:18])[N:12]3[CH2:15][CH:16]=O)=[CH:7][CH:6]=2)[CH2:3][CH2:2]1.[O:20]1[C:25]2[CH:26]=[CH:27][C:28]([CH2:30][N:31]([CH:39]3[CH2:44][CH2:43][NH:42][CH2:41][CH2:40]3)[C:32](=[O:38])[O:33][C:34]([CH3:37])([CH3:36])[CH3:35])=[CH:29][C:24]=2[O:23][CH2:22][CH2:21]1.C(O[BH-](OC(=O)C)OC(=O)C)(=O)C.[Na+].C(=O)([O-])O.[Na+], predict the reaction product. (2) Given the reactants [F:1][C:2]([F:11])([F:10])[C:3]1[CH:9]=[CH:8][C:6]([NH2:7])=[CH:5][CH:4]=1.Br[C:13]1[CH:21]=[CH:20][CH:19]=[CH:18][C:14]=1[C:15](Cl)=[O:16], predict the reaction product. The product is: [CH2:2]([N:7]1[C:15](=[O:16])[C:14]2[C:18](=[CH:19][CH:20]=[CH:21][CH:13]=2)[C:8]2[CH:9]=[C:3]([C:2]([F:10])([F:11])[F:1])[CH:4]=[CH:5][C:6]1=2)[CH2:3][CH2:4][CH3:5].